This data is from Reaction yield outcomes from USPTO patents with 853,638 reactions. The task is: Predict the reaction yield, written as a fraction of the theoretical maximum amount of product (1.0 means a 100% yield; for example, 0.34 means a 34% yield). (1) The reactants are [OH-].[Na+].CO.[NH2:5][C:6]1[N:11]=[C:10]([C:12]2[S:16][C:15]3[CH:17]=[CH:18][C:19]([S:21][C:22]4[CH:23]=[C:24]([CH:29]=[CH:30][CH:31]=4)[C:25]([O:27]C)=[O:26])=[CH:20][C:14]=3[C:13]=2[CH3:32])[CH:9]=[CH:8][N:7]=1.C(O)(=O)CC(CC(O)=O)(C(O)=O)O. The catalyst is O.C1COCC1. The product is [NH2:5][C:6]1[N:11]=[C:10]([C:12]2[S:16][C:15]3[CH:17]=[CH:18][C:19]([S:21][C:22]4[CH:23]=[C:24]([CH:29]=[CH:30][CH:31]=4)[C:25]([OH:27])=[O:26])=[CH:20][C:14]=3[C:13]=2[CH3:32])[CH:9]=[CH:8][N:7]=1. The yield is 0.690. (2) The reactants are [OH:1][C:2]1[CH:7]=[CH:6][C:5]([N:8]2[C:13](=[O:14])[C:12]([CH2:15][C:16]3[CH:21]=[CH:20][C:19]([C:22]4[C:23]([C:28]#[N:29])=[CH:24][CH:25]=[CH:26][CH:27]=4)=[CH:18][CH:17]=3)=[C:11]([CH2:30][CH2:31][CH3:32])[N:10]=[C:9]2[CH3:33])=[CH:4][CH:3]=1.[Si](O[CH:42]1[CH2:48][CH2:47][CH2:46][CH:45]([OH:49])[CH2:44][CH2:43]1)(C(C)(C)C)(C)C.C1(P(C2C=CC=CC=2)C2C=CC=CC=2)C=CC=CC=1.[N:70]([C:71]([O:73]C(C)C)=[O:72])=[N:70][C:71]([O:73]C(C)C)=[O:72]. The catalyst is O1CCCC1.O.C(OCC)(=O)C. The product is [OH:49][CH:45]1[CH2:44][CH2:43][CH2:42][CH:48]([O:1][C:2]2[CH:3]=[CH:4][C:5]([N:8]3[C:13](=[O:14])[C:12]([CH2:15][C:16]4[CH:21]=[CH:20][C:19]([C:22]5[CH:27]=[CH:26][CH:25]=[CH:24][C:23]=5[C:28]5[NH:70][C:71](=[O:72])[O:73][N:29]=5)=[CH:18][CH:17]=4)=[C:11]([CH2:30][CH2:31][CH3:32])[N:10]=[C:9]3[CH3:33])=[CH:6][CH:7]=2)[CH2:47][CH2:46]1. The yield is 0.530. (3) The reactants are [CH2:1]1[C:10]2[C:5](=[CH:6][CH:7]=[CH:8][CH:9]=2)[CH2:4][CH2:3][N:2]1[CH2:11][CH:12]([OH:23])[CH2:13][O:14][C:15]1[CH:16]=[C:17]([CH:20]=[CH:21][CH:22]=1)[CH:18]=O.[NH:24]1[CH:28]=[CH:27][C:26]([NH2:29])=[N:25]1.[BH-](OC(C)=O)(OC(C)=O)OC(C)=O.[Na+]. The catalyst is C(Cl)Cl. The product is [NH:24]1[CH:28]=[CH:27][C:26]([NH:29][CH2:18][C:17]2[CH:16]=[C:15]([CH:22]=[CH:21][CH:20]=2)[O:14][CH2:13][CH:12]([OH:23])[CH2:11][N:2]2[CH2:3][CH2:4][C:5]3[C:10](=[CH:9][CH:8]=[CH:7][CH:6]=3)[CH2:1]2)=[N:25]1. The yield is 0.110. (4) The reactants are [H-].[Na+].[N+:3]([C:6]1[CH:7]=[C:8]([OH:12])[CH:9]=[CH:10][CH:11]=1)([O-:5])=[O:4].[CH2:13]([N:15]([CH2:19][CH3:20])[C:16](Cl)=[O:17])[CH3:14]. No catalyst specified. The product is [N+:3]([C:6]1[CH:7]=[C:8]([O:12][C:16](=[O:17])[N:15]([CH2:19][CH3:20])[CH2:13][CH3:14])[CH:9]=[CH:10][CH:11]=1)([O-:5])=[O:4]. The yield is 0.170. (5) The reactants are N1C=CC=CC=1.COC1C=CC(P2(SP(C3C=CC(OC)=CC=3)(=S)S2)=[S:16])=CC=1.[CH2:29]([O:36][C:37]1[C:38]([O:48][CH3:49])=[CH:39][C:40]([Br:47])=[C:41]([NH:43][C:44](=O)[CH3:45])[CH:42]=1)[C:30]1[CH:35]=[CH:34][CH:33]=[CH:32][CH:31]=1. The catalyst is C1(C)C=CC=CC=1. The product is [CH2:29]([O:36][C:37]1[C:38]([O:48][CH3:49])=[CH:39][C:40]([Br:47])=[C:41]([NH:43][C:44](=[S:16])[CH3:45])[CH:42]=1)[C:30]1[CH:35]=[CH:34][CH:33]=[CH:32][CH:31]=1. The yield is 0.610. (6) The yield is 0.820. The reactants are [N+:1]([C:4]1[CH:23]=[CH:22][CH:21]=[C:6]2[C:7]([N:9]([C:12]3([CH3:20])[CH2:17][CH2:16][C:15](=[O:18])[NH:14][C:13]3=[O:19])[C:10](=[O:11])[C:5]=12)=[O:8])([O-])=O.[H][H]. The catalyst is CC(C)=O.C(OCC)(=O)C.[Pd]. The product is [NH2:1][C:4]1[CH:23]=[CH:22][CH:21]=[C:6]2[C:7]([N:9]([C:12]3([CH3:20])[CH2:17][CH2:16][C:15](=[O:18])[NH:14][C:13]3=[O:19])[C:10](=[O:11])[C:5]=12)=[O:8].